From a dataset of Catalyst prediction with 721,799 reactions and 888 catalyst types from USPTO. Predict which catalyst facilitates the given reaction. (1) Reactant: [C:1]([C:3]1[CH:4]=[C:5]([CH:9]([C:16]2[CH:28]=[CH:27][C:19]([C:20]([N:22]([CH2:25][CH3:26])[CH2:23][CH3:24])=[O:21])=[CH:18][CH:17]=2)[N:10]2[CH2:15][CH2:14][NH:13][CH2:12][CH2:11]2)[CH:6]=[CH:7][CH:8]=1)#[N:2].[CH:29](=O)[C:30]1[CH:35]=[CH:34][CH:33]=[CH:32][CH:31]=1.C(O[BH-](OC(=O)C)OC(=O)C)(=O)C.[Na+]. Product: [CH2:25]([N:22]([CH2:23][CH3:24])[C:20]([C:19]1[CH:27]=[CH:28][C:16]([CH:9]([N:10]2[CH2:11][CH2:12][N:13]([CH2:29][C:30]3[CH:35]=[CH:34][CH:33]=[CH:32][CH:31]=3)[CH2:14][CH2:15]2)[C:5]2[CH:4]=[C:3]([CH:8]=[CH:7][CH:6]=2)[C:1]#[N:2])=[CH:17][CH:18]=1)=[O:21])[CH3:26]. The catalyst class is: 417. (2) Reactant: [Br:1][C:2]1[CH:3]=[CH:4][C:5]([OH:8])=[N:6][CH:7]=1.Cl[S:10]([OH:13])(=O)=[O:11].[C:14]([NH2:18])([CH3:17])([CH3:16])[CH3:15].C(O)(=O)CC(CC(O)=O)(C(O)=O)O. Product: [Br:1][C:2]1[CH:3]=[C:4]([S:10]([NH:18][C:14]([CH3:17])([CH3:16])[CH3:15])(=[O:13])=[O:11])[C:5]([OH:8])=[N:6][CH:7]=1. The catalyst class is: 20. (3) Reactant: C([NH:5][S:6]([C:9]1[CH:14]=[CH:13][CH:12]=[C:11]([C:15]2[N:16]=[CH:17][N:18]([C:20]3[N:25]=[C:24]([C:26]([F:29])([F:28])[F:27])[CH:23]=[C:22]([C:30]4[CH:35]=[CH:34][C:33]([F:36])=[C:32]([F:37])[CH:31]=4)[N:21]=3)[CH:19]=2)[CH:10]=1)(=[O:8])=[O:7])(C)(C)C.C(O)(C(F)(F)F)=O. Product: [F:37][C:32]1[CH:31]=[C:30]([C:22]2[CH:23]=[C:24]([C:26]([F:27])([F:28])[F:29])[N:25]=[C:20]([N:18]3[CH:19]=[C:15]([C:11]4[CH:10]=[C:9]([S:6]([NH2:5])(=[O:7])=[O:8])[CH:14]=[CH:13][CH:12]=4)[N:16]=[CH:17]3)[N:21]=2)[CH:35]=[CH:34][C:33]=1[F:36]. The catalyst class is: 4. (4) Reactant: [C:1]1([S:7]([N:10]2[C:14]3=[N:15][CH:16]=[CH:17][CH:18]=[C:13]3[CH:12]=[C:11]2[CH:19]([OH:27])[CH2:20]C2CCOCC2)(=[O:9])=[O:8])[CH:6]=[CH:5][CH:4]=[CH:3][CH:2]=1.CC(OI1(OC(C)=O)(OC(C)=O)[O:41][C:39](=O)[C:38]2[CH:37]=[CH:36][CH:35]=CC1=2)=O. Product: [C:1]1([S:7]([N:10]2[C:14]3=[N:15][CH:16]=[CH:17][CH:18]=[C:13]3[CH:12]=[C:11]2[C:19](=[O:27])[CH2:20][CH:35]2[CH2:36][CH2:37][CH2:38][CH2:39][O:41]2)(=[O:8])=[O:9])[CH:2]=[CH:3][CH:4]=[CH:5][CH:6]=1. The catalyst class is: 4. (5) Reactant: [NH:1]1[CH2:6][CH2:5][CH2:4][CH:3]([CH2:7][NH:8][C:9](=[O:15])[O:10][C:11]([CH3:14])([CH3:13])[CH3:12])[CH2:2]1.Cl.[N:17]1([C:22](=N)[NH2:23])C=CC=N1.C(N(C(C)C)CC)(C)C. Product: [NH2:23][C:22](=[NH:17])[N:1]1[CH2:6][CH2:5][CH2:4][CH:3]([CH2:7][NH:8][C:9](=[O:15])[O:10][C:11]([CH3:12])([CH3:14])[CH3:13])[CH2:2]1. The catalyst class is: 3. (6) Reactant: [Cl:1][C:2]1[CH:36]=[CH:35][CH:34]=[CH:33][C:3]=1[O:4][C:5]1[CH2:9][N:8]([CH:10]([CH2:27][C:28]([F:31])([F:30])[F:29])[C:11]([NH:13][C:14]2[CH:18]=[CH:17][N:16]([CH2:19][C@@H:20]3[CH2:24][O:23]C(C)(C)[O:21]3)[N:15]=2)=[O:12])[C:7](=[O:32])[CH:6]=1.O.C1(C)C=CC(S(O)(=O)=O)=CC=1. Product: [Cl:1][C:2]1[CH:36]=[CH:35][CH:34]=[CH:33][C:3]=1[O:4][C:5]1[CH2:9][N:8]([CH:10]([CH2:27][C:28]([F:31])([F:29])[F:30])[C:11]([NH:13][C:14]2[CH:18]=[CH:17][N:16]([CH2:19][C@@H:20]([OH:21])[CH2:24][OH:23])[N:15]=2)=[O:12])[C:7](=[O:32])[CH:6]=1. The catalyst class is: 5. (7) Reactant: O[CH2:2][C@H:3]1[N:8]([C:9]([O:11][CH2:12][C:13]2[CH:18]=[CH:17][CH:16]=[CH:15][CH:14]=2)=[O:10])[CH2:7][C@@H:6]2[C@H:4]1[CH2:5]2.C([N:21](CC)CC)C.CS(Cl)(=O)=O.[N-]=[N+]=[N-].[Na+].C1(P(C2C=CC=CC=2)C2C=CC=CC=2)C=CC=CC=1.O. Product: [NH2:21][CH2:2][C@H:3]1[N:8]([C:9]([O:11][CH2:12][C:13]2[CH:18]=[CH:17][CH:16]=[CH:15][CH:14]=2)=[O:10])[CH2:7][C@@H:6]2[C@H:4]1[CH2:5]2. The catalyst class is: 4. (8) Reactant: [NH2:1][C:2]1[N:7]=[CH:6][N:5]=[C:4]2[N:8]([C@@H:14]3[CH2:18][CH2:17][N:16]([C:19]([O:21][C:22]([CH3:25])([CH3:24])[CH3:23])=[O:20])[CH2:15]3)[N:9]=[C:10]([C:11]([OH:13])=O)[C:3]=12.C1N=CN(C(N2C=NC=C2)=O)C=1.[F:38][C:39]([F:51])([F:50])[C:40]1[CH:41]=[CH:42][C:43]2[O:47][C:46]([NH2:48])=[N:45][C:44]=2[CH:49]=1.C[Si](C)(C)N[Si](C)(C)C.[Li]. Product: [C:22]([O:21][C:19]([N:16]1[CH2:17][CH2:18][C@@H:14]([N:8]2[C:4]3=[N:5][CH:6]=[N:7][C:2]([NH2:1])=[C:3]3[C:10]([C:11](=[O:13])[NH:48][C:46]3[O:47][C:43]4[CH:42]=[CH:41][C:40]([C:39]([F:51])([F:38])[F:50])=[CH:49][C:44]=4[N:45]=3)=[N:9]2)[CH2:15]1)=[O:20])([CH3:25])([CH3:24])[CH3:23]. The catalyst class is: 20. (9) Product: [CH3:20][S:21]([C:24]1[CH:31]=[CH:30][C:27]([C:28]2[N:8]3[CH:7]=[N:6][C:5]4[N:9]([CH2:12][O:13][CH2:14][CH2:15][Si:16]([CH3:19])([CH3:18])[CH3:17])[CH:10]=[CH:11][C:4]=4[C:3]3=[N:1][N:2]=2)=[CH:26][CH:25]=1)(=[O:22])=[O:23]. The catalyst class is: 585. Reactant: [NH:1]([C:3]1[C:4]2[CH:11]=[CH:10][N:9]([CH2:12][O:13][CH2:14][CH2:15][Si:16]([CH3:19])([CH3:18])[CH3:17])[C:5]=2[N:6]=[CH:7][N:8]=1)[NH2:2].[CH3:20][S:21]([C:24]1[CH:31]=[CH:30][C:27]([CH:28]=O)=[CH:26][CH:25]=1)(=[O:23])=[O:22].C(O)(=O)C.C(O)(=O)C.IC1C=CC=CC=1.